This data is from Catalyst prediction with 721,799 reactions and 888 catalyst types from USPTO. The task is: Predict which catalyst facilitates the given reaction. (1) Reactant: [CH3:1][C:2]1[CH:7]=[CH:6][CH:5]=[C:4]([CH3:8])[C:3]=1[C:9]1[CH:14]=[CH:13][CH:12]=[C:11]([S:15]([NH:18][C:19]2[CH:23]=[CH:22][S:21][C:20]=2[C:24]([O:26]C)=[O:25])(=[O:17])=[O:16])[CH:10]=1.[OH-].[Na+]. Product: [CH3:1][C:2]1[CH:7]=[CH:6][CH:5]=[C:4]([CH3:8])[C:3]=1[C:9]1[CH:14]=[CH:13][CH:12]=[C:11]([S:15]([NH:18][C:19]2[CH:23]=[CH:22][S:21][C:20]=2[C:24]([OH:26])=[O:25])(=[O:17])=[O:16])[CH:10]=1. The catalyst class is: 7. (2) Reactant: C(Cl)(=O)C(Cl)=O.[CH3:7][O:8][C:9]1[CH:17]=[CH:16][C:12]([C:13]([OH:15])=O)=[CH:11][C:10]=1[N+:18]([O-])=O.CN(C=O)C.[Cl:26][C:27]1[CH:28]=[C:29]([CH:31]=[CH:32][CH:33]=1)[NH2:30]. Product: [NH2:18][C:10]1[CH:11]=[C:12]([CH:16]=[CH:17][C:9]=1[O:8][CH3:7])[C:13]([NH:30][C:29]1[CH:31]=[CH:32][CH:33]=[C:27]([Cl:26])[CH:28]=1)=[O:15]. The catalyst class is: 81. (3) Reactant: [NH2:1][C:2]1[N:7]=[C:6]([C:8](=[O:10])[CH3:9])[CH:5]=[CH:4][N:3]=1. Product: [NH2:1][C:2]1[N:7]=[C:6]([C@H:8]([OH:10])[CH3:9])[CH:5]=[CH:4][N:3]=1. The catalyst class is: 4. (4) Reactant: [C:1]([C:5]1[O:9][CH:8]=[N:7][C:6]=1[CH:10]=C(O)C(O)=O)([CH3:4])([CH3:3])[CH3:2].CC(C)=[O:18]. Product: [C:1]([C:5]1[O:9][CH:8]=[N:7][C:6]=1[CH:10]=[O:18])([CH3:2])([CH3:3])[CH3:4]. The catalyst class is: 697. (5) Reactant: Br[CH:2]([C:14]1[CH:19]=[CH:18][C:17]([CH3:20])=[CH:16][CH:15]=1)[C:3]([C:5]1[C:13]2[C:8](=[CH:9][CH:10]=[CH:11][CH:12]=2)[NH:7][CH:6]=1)=[O:4].[C:21]([O:25][CH2:26][CH2:27][O:28][C:29]1[CH:30]=[C:31]([CH:33]=[C:34]([O:36][CH3:37])[CH:35]=1)[NH2:32])([CH3:24])([CH3:23])[CH3:22].C(N(CC)CC)C. Product: [C:21]([O:25][CH2:26][CH2:27][O:28][C:29]1[CH:30]=[C:31]([NH:32][CH:2]([C:14]2[CH:19]=[CH:18][C:17]([CH3:20])=[CH:16][CH:15]=2)[C:3]([C:5]2[C:13]3[C:8](=[CH:9][CH:10]=[CH:11][CH:12]=3)[NH:7][CH:6]=2)=[O:4])[CH:33]=[C:34]([O:36][CH3:37])[CH:35]=1)([CH3:24])([CH3:23])[CH3:22]. The catalyst class is: 10.